This data is from Reaction yield outcomes from USPTO patents with 853,638 reactions. The task is: Predict the reaction yield, written as a fraction of the theoretical maximum amount of product (1.0 means a 100% yield; for example, 0.34 means a 34% yield). (1) The reactants are [O:1]1[C:5]2([CH2:10][CH2:9][CH:8]([CH2:11][OH:12])[CH2:7][CH2:6]2)[O:4][CH2:3][CH2:2]1.I[CH2:14][CH3:15]. No catalyst specified. The product is [CH2:14]([O:12][CH2:11][CH:8]1[CH2:9][CH2:10][C:5]2([O:4][CH2:3][CH2:2][O:1]2)[CH2:6][CH2:7]1)[CH3:15]. The yield is 0.930. (2) The reactants are [CH3:1][CH:2]1[CH2:7][C:6](=O)[CH2:5][CH:4]([CH3:9])[S:3]1.[Si](OS(C(F)(F)F)(=O)=O)(C)(C)C.[Br:22][C:23]1[CH:24]=[C:25]2[C:29](=[C:30]([C:32]([O:34][CH2:35][CH3:36])=[O:33])[CH:31]=1)[NH:28][CH:27]=[CH:26]2.C([SiH](CC)CC)C. The catalyst is ClCCl. The product is [Br:22][C:23]1[CH:24]=[C:25]2[C:29](=[C:30]([C:32]([O:34][CH2:35][CH3:36])=[O:33])[CH:31]=1)[NH:28][CH:27]=[C:26]2[CH:6]1[CH2:7][CH:2]([CH3:1])[S:3][CH:4]([CH3:9])[CH2:5]1. The yield is 0.260. (3) The reactants are [F:1][C:2]1[CH:3]=[CH:4][C:5]([NH:8][NH2:9])=[N:6][CH:7]=1.[C:10]([O:14][C:15]([N:17]1[CH2:22][CH2:21][O:20][CH2:19][C@@H:18]1[C:23](O)=[O:24])=[O:16])([CH3:13])([CH3:12])[CH3:11].C(Cl)CCl.C1C=CC2N(O)N=NC=2C=1.O. The catalyst is C(Cl)Cl. The product is [C:10]([O:14][C:15]([N:17]1[CH2:22][CH2:21][O:20][CH2:19][C@@H:18]1[C:23]([NH:9][NH:8][C:5]1[CH:4]=[CH:3][C:2]([F:1])=[CH:7][N:6]=1)=[O:24])=[O:16])([CH3:13])([CH3:12])[CH3:11]. The yield is 0.980. (4) The reactants are [C:1]([O:10][CH2:11][CH3:12])(=[O:9])/[CH:2]=[CH:3]/[C:4]([O:6][CH2:7][CH3:8])=[O:5].[C:13]([O:23][CH2:24][CH3:25])(=[O:22])[CH:14]=[CH:15][C:16]1[CH:21]=[CH:20][CH:19]=[CH:18][CH:17]=1.C(C1C=CC=CC=1C=C)=C.C(OOOC(C)(C)C)(=O)C(C)(C)C. The catalyst is O1CCCC1.CO. The product is [C:4]([O:6][CH2:7][CH3:8])(=[O:5])/[CH:3]=[CH:2]/[C:1]([O:10][CH2:11][CH3:12])=[O:9].[C:13]([O:23][CH2:24][CH3:25])(=[O:22])[CH:14]=[CH:15][C:16]1[CH:17]=[CH:18][CH:19]=[CH:20][CH:21]=1. The yield is 0.530. (5) The reactants are [C:1]([C:3]1[CH:14]=[CH:13][C:6]([O:7][C@H:8]([CH3:12])[C:9]([OH:11])=[O:10])=[CH:5][C:4]=1[F:15])#[N:2].[C:16](OC(O[C:16]([CH3:19])([CH3:18])[CH3:17])N(C)C)([CH3:19])([CH3:18])[CH3:17]. The catalyst is C1(C)C=CC=CC=1. The product is [C:16]([O:10][C:9](=[O:11])[C@H:8]([O:7][C:6]1[CH:13]=[CH:14][C:3]([C:1]#[N:2])=[C:4]([F:15])[CH:5]=1)[CH3:12])([CH3:19])([CH3:18])[CH3:17]. The yield is 0.740.